From a dataset of Reaction yield outcomes from USPTO patents with 853,638 reactions. Predict the reaction yield, written as a fraction of the theoretical maximum amount of product (1.0 means a 100% yield; for example, 0.34 means a 34% yield). (1) The reactants are [CH2:1]([C:3]1[CH:8]=[C:7]([O:9]COCC[Si](C)(C)C)[C:6]([F:18])=[CH:5][C:4]=1[C:19]1[N:24]=[C:23]([NH:25][CH2:26][C:27]2[CH:32]=[CH:31][CH:30]=[CH:29][C:28]=2[N:33]([CH3:38])[S:34]([CH3:37])(=[O:36])=[O:35])[C:22]2[C:39](I)=[N:40][N:41](COCC[Si](C)(C)C)[C:21]=2[CH:20]=1)[CH3:2].Br[C:52]1[N:53](COCC[Si](C)(C)C)[CH:54]=[CH:55][N:56]=1.CCCC[Sn](CCCC)CCCC.CCCC[Sn](CCCC)CCCC.C(O)(C(F)(F)F)=O. The catalyst is C1(C)C=CC=CC=1.[Cu]I.C1C=CC([P]([Pd]([P](C2C=CC=CC=2)(C2C=CC=CC=2)C2C=CC=CC=2)([P](C2C=CC=CC=2)(C2C=CC=CC=2)C2C=CC=CC=2)[P](C2C=CC=CC=2)(C2C=CC=CC=2)C2C=CC=CC=2)(C2C=CC=CC=2)C2C=CC=CC=2)=CC=1. The product is [CH2:1]([C:3]1[CH:8]=[C:7]([OH:9])[C:6]([F:18])=[CH:5][C:4]=1[C:19]1[N:24]=[C:23]([NH:25][CH2:26][C:27]2[CH:32]=[CH:31][CH:30]=[CH:29][C:28]=2[N:33]([CH3:38])[S:34]([CH3:37])(=[O:36])=[O:35])[C:22]2[C:39]([C:52]3[NH:53][CH:54]=[CH:55][N:56]=3)=[N:40][NH:41][C:21]=2[CH:20]=1)[CH3:2]. The yield is 0.540. (2) The reactants are C([O:3][C:4](=[O:37])[CH2:5][CH2:6][CH2:7][CH2:8][O:9][C:10]1[CH:15]=[CH:14][C:13]([C:16]([CH2:34][CH3:35])([C:19]2[CH:24]=[CH:23][C:22]([CH2:25][CH2:26][CH:27]([OH:32])[C:28]([CH3:31])([CH3:30])[CH3:29])=[C:21]([CH3:33])[CH:20]=2)[CH2:17][CH3:18])=[CH:12][C:11]=1[CH3:36])C.[OH-].[K+].Cl. The product is [CH2:17]([C:16]([C:13]1[CH:14]=[CH:15][C:10]([O:9][CH2:8][CH2:7][CH2:6][CH2:5][C:4]([OH:37])=[O:3])=[C:11]([CH3:36])[CH:12]=1)([C:19]1[CH:24]=[CH:23][C:22]([CH2:25][CH2:26][CH:27]([OH:32])[C:28]([CH3:30])([CH3:31])[CH3:29])=[C:21]([CH3:33])[CH:20]=1)[CH2:34][CH3:35])[CH3:18]. The catalyst is CO. The yield is 0.670. (3) The reactants are [OH:1][C:2]1[CH:9]=[CH:8][C:5]([CH:6]=O)=[CH:4][CH:3]=1.[CH2:10]([C:13]1[CH:18]=[CH:17][CH:16]=[CH:15][C:14]=1[OH:19])[CH:11]=[CH2:12].CS(O)(=O)=O.[C:25](=[O:28])([O-])O.[Na+]. The catalyst is C1(C)C=CC=CC=1. The product is [OH:1][C:2]1[CH:9]=[CH:8][C:5]([CH:6]([C:17]2[CH:16]=[CH:15][C:14]([OH:19])=[C:13]([CH2:10][CH:11]=[CH2:12])[CH:18]=2)[C:10]2[CH:13]=[CH:14][C:25]([OH:28])=[CH:12][CH:11]=2)=[CH:4][C:3]=1[CH2:17][CH:16]=[CH2:15]. The yield is 0.580.